Task: Predict the product of the given reaction.. Dataset: Forward reaction prediction with 1.9M reactions from USPTO patents (1976-2016) (1) Given the reactants OS(O)(=O)=O.[C:6]1([CH2:12][O:13][C:14]2[CH:19]=[CH:18][C:17]([C:20]([OH:22])=[O:21])=[CH:16][C:15]=2[C:23]([OH:25])=[O:24])[CH:11]=[CH:10][CH:9]=[CH:8][CH:7]=1.[CH3:26]OC(C1C=CC(OCC2C=CC=CC=2)=C(C=1)C(O)=O)=O, predict the reaction product. The product is: [CH3:26][O:24][C:23]([C:15]1[CH:16]=[C:17]([CH:18]=[CH:19][C:14]=1[O:13][CH2:12][C:6]1[CH:7]=[CH:8][CH:9]=[CH:10][CH:11]=1)[C:20]([OH:22])=[O:21])=[O:25]. (2) Given the reactants [CH3:1][O:2][C:3]1[CH:4]=[C:5]2[C:10](=[CH:11][C:12]=1[O:13][CH3:14])[N:9]=[CH:8][CH:7]=[C:6]2[O:15][C:16]1[C:22]([CH3:23])=[CH:21][C:19]([NH2:20])=[C:18]([CH3:24])[CH:17]=1.Cl[C:26](Cl)([O:28][C:29](=[O:35])OC(Cl)(Cl)Cl)Cl.[C:37]([C:41]1C=[CH:45][CH:44]=[CH:43][C:42]=1O)([CH3:40])([CH3:39])[CH3:38].C(=O)(O)[O-].[Na+], predict the reaction product. The product is: [CH3:1][O:2][C:3]1[CH:4]=[C:5]2[C:10](=[CH:11][C:12]=1[O:13][CH3:14])[N:9]=[CH:8][CH:7]=[C:6]2[O:15][C:16]1[C:22]([CH3:23])=[CH:21][C:19]([NH:20][C:29](=[O:35])[O:28][C:26]2[CH:45]=[CH:44][CH:43]=[CH:42][C:41]=2[C:37]([CH3:40])([CH3:39])[CH3:38])=[C:18]([CH3:24])[CH:17]=1.